Predict which catalyst facilitates the given reaction. From a dataset of Catalyst prediction with 721,799 reactions and 888 catalyst types from USPTO. Reactant: Cl.[NH2:2][C:3]1[CH:8]=[CH:7][C:6]([OH:9])=[CH:5][C:4]=1[Cl:10].[C:11]([O-])(=[O:13])[CH3:12].[Na+].O.C(=O)(O)[O-].[Na+]. Product: [C:11]([NH:2][C:3]1[CH:8]=[CH:7][C:6]([OH:9])=[CH:5][C:4]=1[Cl:10])(=[O:13])[CH3:12]. The catalyst class is: 15.